From a dataset of Retrosynthesis with 50K atom-mapped reactions and 10 reaction types from USPTO. Predict the reactants needed to synthesize the given product. (1) Given the product Cc1cnc(N2CCN(C(=O)c3cnc(N4CCN(C)C4=O)cn3)CC2)c(C)c1, predict the reactants needed to synthesize it. The reactants are: CN1CCNC1=O.Cc1cnc(N2CCN(C(=O)c3cnc(Br)cn3)CC2)c(C)c1. (2) Given the product CC(=O)Nc1cc([N+](=O)[O-])ccc1OCCCN, predict the reactants needed to synthesize it. The reactants are: CC(=O)Nc1cc([N+](=O)[O-])ccc1OCCCN1C(=O)c2ccccc2C1=O. (3) Given the product COC(=O)c1ccc2cccc(Nc3ccc(O)cc3)c2c1, predict the reactants needed to synthesize it. The reactants are: COC(=O)c1ccc2cccc(Nc3ccc(OC)cc3)c2c1.